From a dataset of Forward reaction prediction with 1.9M reactions from USPTO patents (1976-2016). Predict the product of the given reaction. (1) Given the reactants [I:1][C:2]1[CH:10]=[CH:9][C:5]([C:6]([OH:8])=O)=[CH:4][CH:3]=1.FC1C(O)=C(F)C(F)=C(F)C=1F.C(N=C=NC(C)C)(C)C.Cl.[OH:33][CH:34]1[O:42][C@H:41]([CH2:43][OH:44])[C@@H:39]([OH:40])[C@H:37]([OH:38])[C@H:35]1[NH2:36].CCN(CC)CC, predict the reaction product. The product is: [I:1][C:2]1[CH:3]=[CH:4][C:5]([C:6]([C:34]2([O:42][C@H:41]([CH2:43][OH:44])[C@@H:39]([OH:40])[C@H:37]([OH:38])[C@H:35]2[NH2:36])[OH:33])=[O:8])=[CH:9][CH:10]=1. (2) Given the reactants Cl.[CH2:2]([O:4][C:5](=[O:33])[CH2:6][NH:7][CH2:8][C:9]1[CH:14]=[CH:13][CH:12]=[C:11]([CH2:15][O:16][C:17]2[CH:22]=[CH:21][C:20]([C:23]3[CH:28]=[C:27]([F:29])[C:26]([F:30])=[CH:25][C:24]=3[O:31][CH3:32])=[CH:19][CH:18]=2)[CH:10]=1)[CH3:3].[CH:34]1([CH2:37][C:38](O)=[O:39])[CH2:36][CH2:35]1.CN([P+](ON1N=NC2C=CC=CC1=2)(N(C)C)N(C)C)C.F[P-](F)(F)(F)(F)F.C(N(CC)CC)C, predict the reaction product. The product is: [CH2:2]([O:4][C:5](=[O:33])[CH2:6][N:7]([C:38](=[O:39])[CH2:37][CH:34]1[CH2:36][CH2:35]1)[CH2:8][C:9]1[CH:14]=[CH:13][CH:12]=[C:11]([CH2:15][O:16][C:17]2[CH:18]=[CH:19][C:20]([C:23]3[CH:28]=[C:27]([F:29])[C:26]([F:30])=[CH:25][C:24]=3[O:31][CH3:32])=[CH:21][CH:22]=2)[CH:10]=1)[CH3:3]. (3) Given the reactants Br[C:2]1[CH:17]=[CH:16][C:5]([CH2:6][N:7]2[C:11]3[CH:12]=[CH:13][CH:14]=[CH:15][C:10]=3[N:9]=[CH:8]2)=[CH:4][CH:3]=1.[B:18]1([B:18]2[O:22][C:21]([CH3:24])([CH3:23])[C:20]([CH3:26])([CH3:25])[O:19]2)[O:22][C:21]([CH3:24])([CH3:23])[C:20]([CH3:26])([CH3:25])[O:19]1.ClCCl.C([O-])(=O)C.[K+], predict the reaction product. The product is: [CH3:25][C:20]1([CH3:26])[C:21]([CH3:24])([CH3:23])[O:22][B:18]([C:2]2[CH:17]=[CH:16][C:5]([CH2:6][N:7]3[C:11]4[CH:12]=[CH:13][CH:14]=[CH:15][C:10]=4[N:9]=[CH:8]3)=[CH:4][CH:3]=2)[O:19]1. (4) Given the reactants [OH:1][C:2]1[CH:17]=[CH:16][CH:15]=[CH:14][C:3]=1[CH2:4][C:5]1[CH:13]=[CH:12][C:8]([C:9]([NH2:11])=[O:10])=[CH:7][CH:6]=1.C(O[C@@H:22]1[O:39][C@H:38]([CH2:40][O:41][C:42](=[O:44])[CH3:43])[C@@H:33]([O:34][C:35](=[O:37])[CH3:36])[C@H:28]([O:29][C:30](=[O:32])[CH3:31])[C@H:23]1[O:24][C:25](=[O:27])[CH3:26])(=O)C, predict the reaction product. The product is: [C:25]([O:24][C@@H:23]1[C@@H:28]([O:29][C:30](=[O:32])[CH3:31])[C@H:33]([O:34][C:35](=[O:37])[CH3:36])[C@@H:38]([CH2:40][O:41][C:42](=[O:44])[CH3:43])[O:39][C@H:22]1[O:1][C:2]1[CH:17]=[CH:16][CH:15]=[CH:14][C:3]=1[CH2:4][C:5]1[CH:13]=[CH:12][C:8]([C:9](=[O:10])[NH2:11])=[CH:7][CH:6]=1)(=[O:27])[CH3:26]. (5) Given the reactants [F:1][C:2]1[CH:7]=[CH:6][C:5]([CH:8]2[CH2:10][C@@:9]2([CH3:16])[C:11]([O:13]CC)=[O:12])=[CH:4][CH:3]=1.[OH-].[K+].Cl, predict the reaction product. The product is: [F:1][C:2]1[CH:3]=[CH:4][C:5]([CH:8]2[CH2:10][C@@:9]2([CH3:16])[C:11]([OH:13])=[O:12])=[CH:6][CH:7]=1.